From a dataset of Full USPTO retrosynthesis dataset with 1.9M reactions from patents (1976-2016). Predict the reactants needed to synthesize the given product. (1) The reactants are: Br[C:2]1[CH:3]=[C:4]([CH:7]=[CH:8][C:9]=1[F:10])[C:5]#[N:6].[F:11][C:12]1[CH:17]=[CH:16][C:15]([N+:18]([O-:20])=[O:19])=[CH:14][C:13]=1B1OC(C)(C)C(C)(C)O1. Given the product [F:10][C:9]1[C:2]([C:13]2[CH:14]=[C:15]([N+:18]([O-:20])=[O:19])[CH:16]=[CH:17][C:12]=2[F:11])=[CH:3][C:4]([C:5]#[N:6])=[CH:7][CH:8]=1, predict the reactants needed to synthesize it. (2) The reactants are: CCN(C(C)C)C(C)C.[F:10][C:11]([F:28])([F:27])[O:12][C:13]1[CH:14]=[CH:15][CH:16]=[C:17]2[C:22]=1[O:21][C:20](=[O:23])[C:19]([C:24]([OH:26])=O)=[CH:18]2.CN(C(ON1N=NC2C=CC=NC1=2)=[N+](C)C)C.F[P-](F)(F)(F)(F)F.[N:53]1([S:59]([C:62]2[CH:67]=[CH:66][CH:65]=[CH:64][C:63]=2[C:68]2[CH:73]=[CH:72][CH:71]=[C:70]([NH2:74])[CH:69]=2)(=[O:61])=[O:60])[CH2:58][CH2:57][O:56][CH2:55][CH2:54]1. Given the product [N:53]1([S:59]([C:62]2[CH:67]=[CH:66][CH:65]=[CH:64][C:63]=2[C:68]2[CH:73]=[CH:72][CH:71]=[C:70]([NH:74][C:24]([C:19]3[C:20](=[O:23])[O:21][C:22]4[C:17]([CH:18]=3)=[CH:16][CH:15]=[CH:14][C:13]=4[O:12][C:11]([F:10])([F:28])[F:27])=[O:26])[CH:69]=2)(=[O:61])=[O:60])[CH2:54][CH2:55][O:56][CH2:57][CH2:58]1, predict the reactants needed to synthesize it. (3) Given the product [C:8]([N:15]1[CH2:21][CH2:20][CH2:19][C@H:16]1[C:17]([CH:1]1[CH2:5][CH2:4][CH2:3][CH2:2]1)=[O:18])([O:10][C:11]([CH3:14])([CH3:13])[CH3:12])=[O:9], predict the reactants needed to synthesize it. The reactants are: [CH:1]1([Mg]Cl)[CH2:5][CH2:4][CH2:3][CH2:2]1.[C:8]([N:15]1[CH2:21][CH2:20][CH2:19][C@H:16]1[CH:17]=[O:18])([O:10][C:11]([CH3:14])([CH3:13])[CH3:12])=[O:9]. (4) The reactants are: [CH2:1]([O:3][C:4](=[O:25])[C@@H:5]([O:21][CH2:22][CH2:23][CH3:24])[CH2:6][C:7]1[CH:12]=[CH:11][C:10]([O:13]CC2C=CC=CC=2)=[CH:9][CH:8]=1)[CH3:2].COC(=O)C(OC)CC1C=CC=C(O)C=1. Given the product [CH2:1]([O:3][C:4](=[O:25])[C@@H:5]([O:21][CH2:22][CH2:23][CH3:24])[CH2:6][C:7]1[CH:8]=[CH:9][C:10]([OH:13])=[CH:11][CH:12]=1)[CH3:2], predict the reactants needed to synthesize it. (5) Given the product [CH3:1][O:2][C:3](=[O:28])[CH2:4][CH2:5][C@H:6]1[CH2:11][CH2:10][C@H:9]([CH2:12][N:13]([CH3:27])[S:14]([C:17]2[CH:22]=[CH:21][C:20]([C:23]([F:26])([F:24])[F:25])=[CH:19][CH:18]=2)(=[O:16])=[O:15])[CH2:8][CH2:7]1, predict the reactants needed to synthesize it. The reactants are: [CH3:1][O:2][C:3](=[O:28])[CH:4]=[CH:5][C@H:6]1[CH2:11][CH2:10][C@H:9]([CH2:12][N:13]([CH3:27])[S:14]([C:17]2[CH:22]=[CH:21][C:20]([C:23]([F:26])([F:25])[F:24])=[CH:19][CH:18]=2)(=[O:16])=[O:15])[CH2:8][CH2:7]1. (6) Given the product [OH:2][C:3]1[CH:8]=[CH:7][C:6]([O:9][C:10]([F:13])([F:11])[F:12])=[CH:5][C:4]=1[B:14]([OH:16])[OH:15], predict the reactants needed to synthesize it. The reactants are: C[O:2][C:3]1[CH:8]=[CH:7][C:6]([O:9][C:10]([F:13])([F:12])[F:11])=[CH:5][C:4]=1[B:14]([OH:16])[OH:15].B(Br)(Br)Br. (7) Given the product [CH3:1][C:2]1[C:6]([C:7](=[O:9])[CH3:8])=[C:5]([CH3:10])[O:4][N:3]=1, predict the reactants needed to synthesize it. The reactants are: [CH3:1][C:2]1[C:6]([CH:7]([OH:9])[CH3:8])=[C:5]([CH3:10])[O:4][N:3]=1.C1C=C[NH+]=CC=1.[O-][Cr](Cl)(=O)=O.O. (8) Given the product [CH3:26][N:27]1[CH2:32][CH2:31][N:30]([CH2:1][CH:2]2[C:14](=[O:15])[C:13]3[C:12]4[C:7](=[CH:8][CH:9]=[CH:10][CH:11]=4)[N:6]([CH2:16][CH2:17][CH2:18][CH2:19][CH2:20][C:21]([O:23][CH2:24][CH3:25])=[O:22])[C:5]=3[CH2:4][CH2:3]2)[CH2:29][CH2:28]1, predict the reactants needed to synthesize it. The reactants are: [CH2:1]=[C:2]1[C:14](=[O:15])[C:13]2[C:12]3[C:7](=[CH:8][CH:9]=[CH:10][CH:11]=3)[N:6]([CH2:16][CH2:17][CH2:18][CH2:19][CH2:20][C:21]([O:23][CH2:24][CH3:25])=[O:22])[C:5]=2[CH2:4][CH2:3]1.[CH3:26][N:27]1[CH2:32][CH2:31][NH:30][CH2:29][CH2:28]1.